Dataset: Forward reaction prediction with 1.9M reactions from USPTO patents (1976-2016). Task: Predict the product of the given reaction. (1) Given the reactants N([C:3]([O:5][CH2:6][CH3:7])=O)=N[C:3]([O:5][CH2:6][CH3:7])=O.[OH:13][C:14]1[CH:15]=[CH:16][C:17]2[C:18]3[N:26]=[C:25]([C:27]4[CH:32]=[CH:31][CH:30]=[CH:29][CH:28]=4)[CH:24]=[C:23]([C:33]([NH2:35])=[O:34])[C:19]=3[NH:20][C:21]=2[CH:22]=1.COCCO.C1(P(C2C=CC=CC=2)C2C=CC=CC=2)C=CC=CC=1, predict the reaction product. The product is: [CH3:3][O:5][CH2:6][CH2:7][O:13][C:14]1[CH:15]=[CH:16][C:17]2[C:18]3[N:26]=[C:25]([C:27]4[CH:32]=[CH:31][CH:30]=[CH:29][CH:28]=4)[CH:24]=[C:23]([C:33]([NH2:35])=[O:34])[C:19]=3[NH:20][C:21]=2[CH:22]=1. (2) Given the reactants [CH3:1][O:2][C:3]1[CH:12]=[C:11]2[C:6]([N:7]=[CH:8][C:9](=[O:16])[N:10]2[CH2:13][CH:14]=O)=[CH:5][CH:4]=1.[O:17]1[C:22]2[CH:23]=[CH:24][C:25]([CH2:27][N:28]([CH:36]3[CH2:41][CH2:40][NH:39][CH2:38][CH2:37]3)[C:29](=[O:35])[O:30][C:31]([CH3:34])([CH3:33])[CH3:32])=[CH:26][C:21]=2[O:20][CH2:19][CH2:18]1.C(O[BH-](OC(=O)C)OC(=O)C)(=O)C.[Na+].C(=O)([O-])O.[Na+], predict the reaction product. The product is: [O:17]1[C:22]2[CH:23]=[CH:24][C:25]([CH2:27][N:28]([CH:36]3[CH2:41][CH2:40][N:39]([CH2:14][CH2:13][N:10]4[C:11]5[C:6](=[CH:5][CH:4]=[C:3]([O:2][CH3:1])[CH:12]=5)[N:7]=[CH:8][C:9]4=[O:16])[CH2:38][CH2:37]3)[C:29](=[O:35])[O:30][C:31]([CH3:34])([CH3:32])[CH3:33])=[CH:26][C:21]=2[O:20][CH2:19][CH2:18]1. (3) Given the reactants [F:1][C:2]([F:18])([C:14]([F:17])([F:16])[F:15])[C@@:3]([OH:13])([C:7]1[CH:12]=[CH:11][CH:10]=[CH:9][CH:8]=1)[C:4]([OH:6])=O.[F:19][C:20]([F:30])([F:29])C1C=CC(CN)=NC=1.C(N(C(C)C)CC)(C)C.C1CN([P+](O[N:57]2N=[N:64][C:59]3[CH:60]=[CH:61][CH:62]=[CH:63][C:58]2=3)(N2CCCC2)N2CCCC2)CC1.F[P-](F)(F)(F)(F)F, predict the reaction product. The product is: [F:18][C:2]([F:1])([C:14]([F:17])([F:16])[F:15])[C@@:3]([OH:13])([C:7]1[CH:12]=[CH:11][CH:10]=[CH:9][CH:8]=1)[C:4]([NH:64][CH2:59][C:60]1[CH:61]=[C:62]([C:20]([F:30])([F:29])[F:19])[CH:63]=[CH:58][N:57]=1)=[O:6].